Dataset: Reaction yield outcomes from USPTO patents with 853,638 reactions. Task: Predict the reaction yield, written as a fraction of the theoretical maximum amount of product (1.0 means a 100% yield; for example, 0.34 means a 34% yield). (1) The reactants are [F:1][C:2]1[CH:7]=[CH:6][C:5](/[CH:8]=[CH:9]/[C:10]([O:12]CC)=[O:11])=[CH:4][C:3]=1[NH:15][C:16]([C:18]1[C:27]2[C:22](=[CH:23][CH:24]=[CH:25][CH:26]=2)[CH:21]=[C:20]([C:28]2[CH:33]=[CH:32][CH:31]=[C:30]([CH2:34][OH:35])[CH:29]=2)[CH:19]=1)=[O:17].O[Li].O. No catalyst specified. The product is [F:1][C:2]1[CH:7]=[CH:6][C:5](/[CH:8]=[CH:9]/[C:10]([OH:12])=[O:11])=[CH:4][C:3]=1[NH:15][C:16]([C:18]1[C:27]2[C:22](=[CH:23][CH:24]=[CH:25][CH:26]=2)[CH:21]=[C:20]([C:28]2[CH:33]=[CH:32][CH:31]=[C:30]([CH2:34][OH:35])[CH:29]=2)[CH:19]=1)=[O:17]. The yield is 0.279. (2) The reactants are [C:1]([C:5]1[CH:10]=[CH:9][C:8](/[C:11](=[N:16]/[S@:17]([C:19]([CH3:22])([CH3:21])[CH3:20])=[O:18])/[CH2:12][CH2:13][CH2:14]Cl)=[CH:7][CH:6]=1)([CH3:4])([CH3:3])[CH3:2].CC(C[AlH]CC(C)C)C.[Li+].C[Si]([N-][Si](C)(C)C)(C)C. The catalyst is CO. The product is [CH3:20][C:19]([S@@:17]([N:16]1[CH2:14][CH2:13][CH2:12][C@H:11]1[C:8]1[CH:9]=[CH:10][C:5]([C:1]([CH3:4])([CH3:3])[CH3:2])=[CH:6][CH:7]=1)=[O:18])([CH3:22])[CH3:21]. The yield is 0.910. (3) The yield is 0.630. The reactants are COC1C=CC(C[NH:8][C:9]2[N:14]=[C:13]([O:15][C:16]3[CH:21]=[CH:20][C:19]([NH:22][C:23](=[O:35])[CH2:24][C:25]([NH:27][C:28]4[CH:33]=[CH:32][C:31]([F:34])=[CH:30][CH:29]=4)=[O:26])=[CH:18][C:17]=3[F:36])[CH:12]=[CH:11][N:10]=2)=CC=1.C1(OC)C=CC=CC=1. The catalyst is C(O)(C(F)(F)F)=O. The product is [NH2:8][C:9]1[N:14]=[C:13]([O:15][C:16]2[CH:21]=[CH:20][C:19]([NH:22][C:23](=[O:35])[CH2:24][C:25]([NH:27][C:28]3[CH:33]=[CH:32][C:31]([F:34])=[CH:30][CH:29]=3)=[O:26])=[CH:18][C:17]=2[F:36])[CH:12]=[CH:11][N:10]=1. (4) The reactants are [C:1]([O:7][CH2:8][CH3:9])(=[O:6])[CH2:2][C:3]([CH3:5])=[O:4].CO[CH:12](OC)[N:13]([CH3:15])[CH3:14]. No catalyst specified. The product is [C:3]([C:2](=[CH:12][N:13]([CH3:15])[CH3:14])[C:1]([O:7][CH2:8][CH3:9])=[O:6])(=[O:4])[CH3:5]. The yield is 0.740. (5) The reactants are [CH3:1][O:2][C:3](=[O:41])[CH:4]([C:26]1[CH:31]=[CH:30][CH:29]=[C:28]([CH2:32][NH:33][C:34]([O:36][C:37]([CH3:40])([CH3:39])[CH3:38])=[O:35])[CH:27]=1)[CH2:5][P:6]([CH:11]([NH:15]C(OCC1C=CC=CC=1)=O)[CH:12]([CH3:14])[CH3:13])([O:8][CH2:9][CH3:10])=[O:7]. The catalyst is CO.[Pd]. The product is [CH3:1][O:2][C:3](=[O:41])[CH:4]([C:26]1[CH:31]=[CH:30][CH:29]=[C:28]([CH2:32][NH:33][C:34]([O:36][C:37]([CH3:39])([CH3:38])[CH3:40])=[O:35])[CH:27]=1)[CH2:5][P:6]([CH:11]([NH2:15])[CH:12]([CH3:13])[CH3:14])([O:8][CH2:9][CH3:10])=[O:7]. The yield is 0.870. (6) The reactants are [CH2:1]([C:3]1[O:7][C:6]([C:8]([O:10][CH3:11])=[O:9])=[CH:5][CH:4]=1)[CH3:2].[Cl-].[Cl-].[Cl-].[Al+3].[Br:16]Br. The catalyst is C(Cl)(Cl)Cl. The product is [Br:16][C:4]1[CH:5]=[C:6]([C:8]([O:10][CH3:11])=[O:9])[O:7][C:3]=1[CH2:1][CH3:2]. The yield is 0.418.